This data is from Forward reaction prediction with 1.9M reactions from USPTO patents (1976-2016). The task is: Predict the product of the given reaction. (1) Given the reactants C[O:2][C:3]([C:5]1[C:14]([O:15]C(C2C=CC=CC=2)=O)=[C:13]2[C:8]([CH:9]=[CH:10][CH:11]=[N:12]2)=[C:7]([C:24]#[C:25][CH2:26][OH:27])[N:6]=1)=[O:4].[OH-].[Na+], predict the reaction product. The product is: [OH:15][C:14]1[C:5]([C:3]([OH:4])=[O:2])=[N:6][C:7]([C:24]#[C:25][CH2:26][OH:27])=[C:8]2[C:13]=1[N:12]=[CH:11][CH:10]=[CH:9]2. (2) Given the reactants Br[C:2]1[CH:6]=[CH:5][N:4]([C:7]2[CH:12]=[CH:11][CH:10]=[CH:9][N:8]=2)[CH:3]=1.[Cl:13][C:14]1[CH:15]=[C:16](B(O)O)[CH:17]=[CH:18][CH:19]=1.C(=O)([O-])[O-].[K+].[K+].CCOC(C)=O, predict the reaction product. The product is: [Cl:13][C:14]1[CH:19]=[C:18]([C:2]2[CH:6]=[CH:5][N:4]([C:7]3[CH:12]=[CH:11][CH:10]=[CH:9][N:8]=3)[CH:3]=2)[CH:17]=[CH:16][CH:15]=1. (3) Given the reactants [F:1][C:2]1[CH:3]=[C:4]([CH2:9][C@@H:10]([C:28]2[C:33]([C:34]3[CH:35]=[C:36]([CH:40]=[CH:41][CH:42]=3)[C:37]([OH:39])=O)=[CH:32][CH:31]=[CH:30][N:29]=2)[NH:11][C:12](=[O:27])[CH2:13][N:14]2[C:22]3[CH2:21][CH2:20][CH2:19][CH2:18][C:17]=3[C:16]([C:23]([F:26])([F:25])[F:24])=[N:15]2)[CH:5]=[C:6]([F:8])[CH:7]=1.[CH3:43]NN(CC)NC.CN(C(ON1N=[N:65][C:60]2C=C[CH:63]=[N:64][C:59]1=2)=[N+](C)C)C.F[P-](F)(F)(F)(F)F, predict the reaction product. The product is: [F:1][C:2]1[CH:3]=[C:4]([CH2:9][C@@H:10]([C:28]2[C:33]([C:34]3[CH:35]=[C:36]([CH:40]=[CH:41][CH:42]=3)[C:37]([NH:65][CH2:60][CH2:59][N:64]([CH3:63])[CH3:43])=[O:39])=[CH:32][CH:31]=[CH:30][N:29]=2)[NH:11][C:12](=[O:27])[CH2:13][N:14]2[C:22]3[CH2:21][CH2:20][CH2:19][CH2:18][C:17]=3[C:16]([C:23]([F:24])([F:25])[F:26])=[N:15]2)[CH:5]=[C:6]([F:8])[CH:7]=1. (4) Given the reactants [CH2:1]([O:3][C:4]([C:6]1[CH2:10][CH2:9][CH2:8][C:7]=1[NH:11][CH3:12])=[O:5])[CH3:2].C(O[BH-](OC(=O)C)OC(=O)C)(=O)C.[Na+], predict the reaction product. The product is: [CH2:1]([O:3][C:4]([CH:6]1[CH2:10][CH2:9][CH2:8][CH:7]1[NH:11][CH3:12])=[O:5])[CH3:2]. (5) Given the reactants [Cl:1][C:2]1[CH:3]=[N+:4]([O-:54])[CH:5]=[C:6]([Cl:53])[C:7]=1[CH2:8][C@@H:9]([C:38]1[CH:43]=[CH:42][C:41]([O:44][CH:45]([F:47])[F:46])=[C:40]([O:48][CH2:49][CH:50]2[CH2:52][CH2:51]2)[CH:39]=1)[O:10][C:11](=[O:37])[CH2:12][O:13][C:14](=[O:36])[C:15]1[CH:20]=[CH:19][C:18]([O:21][CH3:22])=[C:17]([N:23]([CH2:28][CH2:29][N:30]2[CH2:35][CH2:34][O:33][CH2:32][CH2:31]2)[S:24]([CH3:27])(=[O:26])=[O:25])[CH:16]=1.Cl, predict the reaction product. The product is: [ClH:1].[Cl:1][C:2]1[CH:3]=[N+:4]([O-:54])[CH:5]=[C:6]([Cl:53])[C:7]=1[CH2:8][C@@H:9]([C:38]1[CH:43]=[CH:42][C:41]([O:44][CH:45]([F:46])[F:47])=[C:40]([O:48][CH2:49][CH:50]2[CH2:52][CH2:51]2)[CH:39]=1)[O:10][C:11](=[O:37])[CH2:12][O:13][C:14](=[O:36])[C:15]1[CH:20]=[CH:19][C:18]([O:21][CH3:22])=[C:17]([N:23]([CH2:28][CH2:29][N:30]2[CH2:31][CH2:32][O:33][CH2:34][CH2:35]2)[S:24]([CH3:27])(=[O:26])=[O:25])[CH:16]=1. (6) Given the reactants [F:1][C:2]1[CH:3]=[C:4]([CH:8]=[CH:9][N:10]=1)[C:5]([OH:7])=O.C1C=NC2N(O)N=NC=2C=1.CCN=C=NCCCN(C)C.Cl.Cl.[C:34]([C:36]1[CH:37]=[C:38]([C:41]2[O:45][N:44]=[C:43]([C@H:46]3[CH2:51][CH2:50][CH2:49][NH:48][CH2:47]3)[N:42]=2)[NH:39][CH:40]=1)#[N:35].C(N(CC)CC)C, predict the reaction product. The product is: [F:1][C:2]1[CH:3]=[C:4]([C:5]([N:48]2[CH2:49][CH2:50][CH2:51][C@H:46]([C:43]3[N:42]=[C:41]([C:38]4[NH:39][CH:40]=[C:36]([C:34]#[N:35])[CH:37]=4)[O:45][N:44]=3)[CH2:47]2)=[O:7])[CH:8]=[CH:9][N:10]=1. (7) Given the reactants [Cl:1][C:2]1[CH:7]=[C:6]([Cl:8])[CH:5]=[CH:4][C:3]=1[C:9]1[N:10]=[CH:11][CH:12]=[C:13]2[CH:17]=[N:16][NH:15][C:14]=12.[H-].[Na+].S(OC)(O[CH3:24])(=O)=O, predict the reaction product. The product is: [Cl:1][C:2]1[CH:7]=[C:6]([Cl:8])[CH:5]=[CH:4][C:3]=1[C:9]1[C:14]2=[N:15][N:16]([CH3:24])[CH:17]=[C:13]2[CH:12]=[CH:11][N:10]=1. (8) Given the reactants [C-:1]#[N:2].[K+].Cl[C:5]1[S:6][C:7]2[CH:13]=[C:12]([NH:14][CH2:15][CH3:16])[CH:11]=[CH:10][C:8]=2[N:9]=1.P([O-])([O-])([O-])=O.[K+].[K+].[K+], predict the reaction product. The product is: [C:1]([C:5]1[S:6][C:7]2[CH:13]=[C:12]([NH:14][CH2:15][CH3:16])[CH:11]=[CH:10][C:8]=2[N:9]=1)#[N:2]. (9) Given the reactants [Br:1][C:2]1[CH:7]=[CH:6][C:5]([CH2:8][C:9]([OH:11])=O)=[C:4]([F:12])[CH:3]=1.C(N(CC)CC)C.CC(C)(C)C(Cl)=O.[CH2:27]1[O:32][C:30](=[O:31])[NH:29][C@H:28]1[CH2:33][C:34]1[CH:39]=[CH:38][CH:37]=[CH:36][CH:35]=1.[Li+].C[Si]([N-][Si](C)(C)C)(C)C, predict the reaction product. The product is: [CH2:33]([C@H:28]1[CH2:27][O:32][C:30](=[O:31])[N:29]1[C:9](=[O:11])[CH2:8][C:5]1[CH:6]=[CH:7][C:2]([Br:1])=[CH:3][C:4]=1[F:12])[C:34]1[CH:35]=[CH:36][CH:37]=[CH:38][CH:39]=1.